This data is from Full USPTO retrosynthesis dataset with 1.9M reactions from patents (1976-2016). The task is: Predict the reactants needed to synthesize the given product. Given the product [Cl:18][CH:11]([C:8]1[CH:9]=[CH:10][C:5]([S:2]([CH3:1])(=[O:3])=[O:4])=[CH:6][CH:7]=1)[C:12](=[O:14])[CH3:13], predict the reactants needed to synthesize it. The reactants are: [CH3:1][S:2]([C:5]1[CH:10]=[CH:9][C:8]([CH2:11][C:12](=[O:14])[CH3:13])=[CH:7][CH:6]=1)(=[O:4])=[O:3].S(Cl)([Cl:18])(=O)=O.